From a dataset of Reaction yield outcomes from USPTO patents with 853,638 reactions. Predict the reaction yield, written as a fraction of the theoretical maximum amount of product (1.0 means a 100% yield; for example, 0.34 means a 34% yield). (1) The reactants are C([O:6][C:7]1[C:13]([Cl:14])=[C:12]([Cl:15])[C:10]([OH:11])=[C:9]([Cl:16])[C:8]=1[Cl:17])CCCC.Cl[C:19]1[C:20](=O)[C:21](C#N)=C(C#N)[C:23](=O)[C:24]=1Cl. The catalyst is CO. The product is [CH2:23]([C:13]1([Cl:14])[CH:12]([Cl:15])[C:10](=[O:11])[C:9]([Cl:16])=[C:8]([Cl:17])[C:7]1=[O:6])[CH2:24][CH2:19][CH2:20][CH3:21]. The yield is 1.00. (2) The yield is 0.890. The catalyst is ClCCl. The product is [CH3:24][C:21]1([CH3:25])[CH2:22][CH2:23][C@H:18]([O:17][C:13]2[C:14]([F:16])=[CH:15][C:10]([S:7]([NH:6][C:33]3[CH:38]=[CH:37][N:36]=[CH:35][N:34]=3)(=[O:8])=[O:9])=[C:11]([F:32])[CH:12]=2)[C@@H:19]([C:26]2[N:30]([CH3:31])[N:29]=[CH:28][CH:27]=2)[CH2:20]1. The reactants are COC1C=C(OC)C=CC=1C[N:6]([C:33]1[CH:38]=[CH:37][N:36]=[CH:35][N:34]=1)[S:7]([C:10]1[CH:15]=[C:14]([F:16])[C:13]([O:17][C@H:18]2[CH2:23][CH2:22][C:21]([CH3:25])([CH3:24])[CH2:20][C@@H:19]2[C:26]2[N:30]([CH3:31])[N:29]=[CH:28][CH:27]=2)=[CH:12][C:11]=1[F:32])(=[O:9])=[O:8].C([SiH](CC)CC)C.FC(F)(F)C(O)=O. (3) The reactants are [Br:1][C:2]1[N:6]([S:7]([C:10]2[CH:15]=[CH:14][CH:13]=[CH:12][CH:11]=2)(=[O:9])=[O:8])[CH:5]=[C:4]([C:16](OC)=[O:17])[C:3]=1[CH2:20][CH3:21].[H-].C([Al+]CC(C)C)C(C)C. The catalyst is C1(C)C=CC=CC=1. The product is [Br:1][C:2]1[N:6]([S:7]([C:10]2[CH:15]=[CH:14][CH:13]=[CH:12][CH:11]=2)(=[O:9])=[O:8])[CH:5]=[C:4]([CH2:16][OH:17])[C:3]=1[CH2:20][CH3:21]. The yield is 0.880. (4) The reactants are [C:1]1(=[O:7])[O:6][C:4](=O)[CH:3]=[CH:2]1.[NH2:8][CH2:9][CH2:10][CH2:11][Si:12]([O:19][CH2:20][CH3:21])([O:16][CH2:17][CH3:18])[O:13][CH2:14][CH3:15].C[Si](C)(C)N[Si](C)(C)C. The product is [CH2:17]([O:16][Si:12]([O:19][CH2:20][CH3:21])([O:13][CH2:14][CH3:15])[CH2:11][CH2:10][CH2:9][N:8]1[C:1](=[O:7])[CH:2]=[CH:3][C:4]1=[O:6])[CH3:18]. The catalyst is C1(C)C=CC=CC=1.[Cl-].[Zn+2].[Cl-]. The yield is 0.170. (5) The reactants are [C:1]1([C@@H:7]([N@:9]2[CH2:11][CH:10]2[CH2:12][OH:13])[CH3:8])[CH:6]=[CH:5][CH:4]=[CH:3][CH:2]=1.CS(C)=O.C(Cl)(=O)C(Cl)=O.CCN(C(C)C)C(C)C. The catalyst is C(Cl)Cl. The product is [C:1]1([C@@H:7]([N@:9]2[CH2:11][CH:10]2[CH:12]=[O:13])[CH3:8])[CH:2]=[CH:3][CH:4]=[CH:5][CH:6]=1. The yield is 0.810. (6) The reactants are C(O[C:4](=[O:9])[CH2:5][N+:6]([O-:8])=[O:7])C.[H-].[Na+].[H][H].[CH3:14][N:15]1C(=O)O[C:18](=[O:19])[C:17]2=[CH:23][CH:24]=[CH:25][CH:26]=[C:16]12.Cl. The catalyst is CC(N(C)C)=O. The product is [OH:19][C:18]1[C:17]2[C:16](=[CH:26][CH:25]=[CH:24][CH:23]=2)[N:15]([CH3:14])[C:4](=[O:9])[C:5]=1[N+:6]([O-:8])=[O:7]. The yield is 0.270. (7) The reactants are C[O:2][C:3]1[CH:4]=[C:5]([N:9]2[C:17]3[C:12](=[CH:13][CH:14]=[CH:15][CH:16]=3)[CH:11]=[N:10]2)[CH:6]=[CH:7][CH:8]=1.C([O-])([O-])=O.[K+].[K+]. The catalyst is Br.O. The product is [N:9]1([C:5]2[CH:4]=[C:3]([OH:2])[CH:8]=[CH:7][CH:6]=2)[C:17]2[C:12](=[CH:13][CH:14]=[CH:15][CH:16]=2)[CH:11]=[N:10]1. The yield is 0.940.